This data is from Full USPTO retrosynthesis dataset with 1.9M reactions from patents (1976-2016). The task is: Predict the reactants needed to synthesize the given product. (1) The reactants are: [C:1]([O:5][C:6]([NH:8][C:9]1[S:10][C@H:11]([C:27]2[C:28]([CH3:33])=[N:29][O:30][C:31]=2[CH3:32])[CH2:12][C@:13]([C:16]2[C:17]([F:26])=[CH:18][C:19]([F:25])=[C:20](B(O)O)[CH:21]=2)([CH3:15])[N:14]=1)=[O:7])([CH3:4])([CH3:3])[CH3:2].Br[C:35]1[CH:36]=[N:37][C:38]([F:41])=[N:39][CH:40]=1.O.C(=O)([O-])[O-].[Cs+].[Cs+]. Given the product [F:26][C:17]1[CH:18]=[C:19]([F:25])[C:20]([C:35]2[CH:36]=[N:37][C:38]([F:41])=[N:39][CH:40]=2)=[CH:21][C:16]=1[C@:13]1([CH3:15])[CH2:12][C@@H:11]([C:27]2[C:28]([CH3:33])=[N:29][O:30][C:31]=2[CH3:32])[S:10][C:9]([NH:8][C:6](=[O:7])[O:5][C:1]([CH3:4])([CH3:3])[CH3:2])=[N:14]1, predict the reactants needed to synthesize it. (2) Given the product [CH3:1][O:2][C:3](=[O:26])[CH2:4][C@H:5]1[C:9]2[CH:10]=[CH:11][C:12]([O:14][C@H:15]3[C:23]4[C:18](=[C:19]([O:25][C:33]5[CH:32]=[C:31]6[C:36](=[CH:35][CH:34]=5)[N:27]=[CH:28][CH:29]=[CH:30]6)[CH:20]=[CH:21][C:22]=4[F:24])[CH2:17][CH2:16]3)=[CH:13][C:8]=2[O:7][CH2:6]1, predict the reactants needed to synthesize it. The reactants are: [CH3:1][O:2][C:3](=[O:26])[CH2:4][C@H:5]1[C:9]2[CH:10]=[CH:11][C:12]([O:14][C@H:15]3[C:23]4[C:18](=[C:19]([OH:25])[CH:20]=[CH:21][C:22]=4[F:24])[CH2:17][CH2:16]3)=[CH:13][C:8]=2[O:7][CH2:6]1.[N:27]1[C:36]2[C:31](=[CH:32][C:33](B(O)O)=[CH:34][CH:35]=2)[CH:30]=[CH:29][CH:28]=1.